Dataset: Reaction yield outcomes from USPTO patents with 853,638 reactions. Task: Predict the reaction yield, written as a fraction of the theoretical maximum amount of product (1.0 means a 100% yield; for example, 0.34 means a 34% yield). (1) The reactants are [Cl:1][C:2]1[CH:7]=[CH:6][C:5]([C:8](=[NH:20])[NH:9][C:10]2[CH:15]=[CH:14][C:13]([S:16]([CH3:19])(=[O:18])=[O:17])=[CH:12][CH:11]=2)=[CH:4][CH:3]=1.C(=O)(O)[O-].[Na+].[CH:26](O)([CH3:28])[CH3:27]. The catalyst is ClCC(=O)C. The product is [Cl:1][C:2]1[CH:3]=[CH:4][C:5]([C:8]2[N:9]([C:10]3[CH:15]=[CH:14][C:13]([S:16]([CH3:19])(=[O:17])=[O:18])=[CH:12][CH:11]=3)[CH:27]=[C:26]([CH3:28])[N:20]=2)=[CH:6][CH:7]=1. The yield is 0.670. (2) The reactants are [Cl:1][C:2]1[CH:3]=[C:4]([CH:7]=[C:8]([Cl:10])[CH:9]=1)[CH:5]=[O:6].[F:11][C:12]([Si](C)(C)C)([F:14])[F:13].[F-].C([N+](CCCC)(CCCC)CCCC)CCC. The catalyst is O1CCCC1.Cl.O. The product is [Cl:1][C:2]1[CH:3]=[C:4]([CH:5]([OH:6])[C:12]([F:14])([F:13])[F:11])[CH:7]=[C:8]([Cl:10])[CH:9]=1. The yield is 0.600. (3) The reactants are [Br:1][C:2]1[CH:3]=[C:4]([C:8]2([CH3:15])[CH2:13][CH2:12][S:11][C:10]([NH2:14])=[N:9]2)[CH:5]=[CH:6][CH:7]=1.CN(C)CC.[CH:21]([OH:24])(C)[CH3:22]. No catalyst specified. The product is [Br:1][C:2]1[CH:3]=[C:4]([C@:8]2([CH3:15])[CH2:13][CH2:12][S:11][C:10]([NH:14][C:21](=[O:24])[CH3:22])=[N:9]2)[CH:5]=[CH:6][CH:7]=1. The yield is 0.350. (4) The reactants are [N+:1]([C:4]1[CH:9]=[CH:8][CH:7]=[CH:6][C:5]=1[S:10]([NH:13][C:14]1[CH:23]=[CH:22][C:21]2[CH2:20][CH2:19][CH2:18][CH2:17][C:16]=2[C:15]=1[C:24]([O:26][CH3:27])=[O:25])(=[O:12])=[O:11])([O-])=O.CO. The catalyst is [Ni].C(OCC)(=O)C. The product is [NH2:1][C:4]1[CH:9]=[CH:8][CH:7]=[CH:6][C:5]=1[S:10]([NH:13][C:14]1[CH:23]=[CH:22][C:21]2[CH2:20][CH2:19][CH2:18][CH2:17][C:16]=2[C:15]=1[C:24]([O:26][CH3:27])=[O:25])(=[O:12])=[O:11]. The yield is 0.970. (5) The reactants are C[O:2][C:3]([C:5]1([C:8]2[CH:9]=[C:10]3[C:15](=[CH:16][CH:17]=2)[O:14][CH2:13][CH2:12][CH2:11]3)[CH2:7][CH2:6]1)=[O:4].O[Li].[OH2:20].[CH3:21][OH:22]. The catalyst is O. The product is [OH:20][C:11]1([O:22][CH3:21])[C:10]2[C:15](=[CH:16][CH:17]=[C:8]([C:5]3([C:3]([OH:2])=[O:4])[CH2:7][CH2:6]3)[CH:9]=2)[O:14][CH2:13][CH2:12]1. The yield is 0.760. (6) The reactants are [Br:1][C:2]1[C:3]([S:9][CH3:10])=[N:4][C:5](Cl)=[N:6][CH:7]=1.Cl.[CH3:12][C:13]1([NH2:16])[CH2:15][CH2:14]1.CCN(C(C)C)C(C)C. The catalyst is C(O)C. The product is [Br:1][C:2]1[C:3]([S:9][CH3:10])=[N:4][C:5]([NH:16][C:13]2([CH3:12])[CH2:15][CH2:14]2)=[N:6][CH:7]=1. The yield is 0.580.